Dataset: Retrosynthesis with 50K atom-mapped reactions and 10 reaction types from USPTO. Task: Predict the reactants needed to synthesize the given product. Given the product COC1CN(C(=O)CN)Cc2ccccc21, predict the reactants needed to synthesize it. The reactants are: COC1CN(C(=O)CNC(=O)OC(C)(C)C)Cc2ccccc21.